Dataset: NCI-60 drug combinations with 297,098 pairs across 59 cell lines. Task: Regression. Given two drug SMILES strings and cell line genomic features, predict the synergy score measuring deviation from expected non-interaction effect. Drug 1: CC1C(C(=O)NC(C(=O)N2CCCC2C(=O)N(CC(=O)N(C(C(=O)O1)C(C)C)C)C)C(C)C)NC(=O)C3=C4C(=C(C=C3)C)OC5=C(C(=O)C(=C(C5=N4)C(=O)NC6C(OC(=O)C(N(C(=O)CN(C(=O)C7CCCN7C(=O)C(NC6=O)C(C)C)C)C)C(C)C)C)N)C. Drug 2: CC1=C2C(C(=O)C3(C(CC4C(C3C(C(C2(C)C)(CC1OC(=O)C(C(C5=CC=CC=C5)NC(=O)OC(C)(C)C)O)O)OC(=O)C6=CC=CC=C6)(CO4)OC(=O)C)O)C)O. Cell line: UACC62. Synergy scores: CSS=3.97, Synergy_ZIP=-0.756, Synergy_Bliss=4.34, Synergy_Loewe=1.50, Synergy_HSA=1.34.